This data is from Forward reaction prediction with 1.9M reactions from USPTO patents (1976-2016). The task is: Predict the product of the given reaction. (1) Given the reactants [CH3:1][O:2][C:3]([CH:5]1[CH2:10][CH2:9][CH:8]([C:11](O)=[O:12])[CH2:7][CH2:6]1)=[O:4], predict the reaction product. The product is: [OH:12][CH2:11][CH:8]1[CH2:7][CH2:6][CH:5]([C:3]([O:2][CH3:1])=[O:4])[CH2:10][CH2:9]1. (2) Given the reactants [NH2:1][C:2]1[CH:7]=[CH:6][C:5]([NH:8][C:9]2[N:14]=[CH:13][C:12]([CH2:15][C:16]([NH2:18])=[O:17])=[C:11]([NH:19][CH2:20][C:21]3[CH:26]=[C:25]([F:27])[CH:24]=[C:23]([F:28])[CH:22]=3)[CH:10]=2)=[CH:4][CH:3]=1.Br[CH2:30][CH2:31][O:32][CH3:33].O.CO, predict the reaction product. The product is: [F:27][C:25]1[CH:26]=[C:21]([CH:22]=[C:23]([F:28])[CH:24]=1)[CH2:20][NH:19][C:11]1[CH:10]=[C:9]([NH:8][C:5]2[CH:4]=[CH:3][C:2]([NH:1][CH2:30][CH2:31][O:32][CH3:33])=[CH:7][CH:6]=2)[N:14]=[CH:13][C:12]=1[CH2:15][C:16]([NH2:18])=[O:17].